This data is from Forward reaction prediction with 1.9M reactions from USPTO patents (1976-2016). The task is: Predict the product of the given reaction. (1) Given the reactants [Br:1]Br.C(OC([NH:10][C:11]1[CH:16]=[C:15]([CH2:17][C:18]([C:20]2[CH:25]=[CH:24][CH:23]=[C:22]([CH3:26])[CH:21]=2)=[O:19])[CH:14]=[CH:13][N:12]=1)=O)(C)(C)C, predict the reaction product. The product is: [BrH:1].[NH2:10][C:11]1[CH:16]=[C:15]([CH:17]([Br:1])[C:18]([C:20]2[CH:25]=[CH:24][CH:23]=[C:22]([CH3:26])[CH:21]=2)=[O:19])[CH:14]=[CH:13][N:12]=1. (2) Given the reactants [N:1]1([CH:6]([C:10]2[CH:15]=[CH:14][CH:13]=[CH:12][C:11]=2[CH3:16])[C:7]([OH:9])=O)[CH2:5][CH2:4][CH2:3][CH2:2]1.Cl.[I:18][C:19]1[C:27]2[C:22](=[CH:23][CH:24]=[C:25]([NH2:28])[CH:26]=2)[NH:21][N:20]=1.CN(C(ON1N=NC2C=CC=CC1=2)=[N+](C)C)C.[B-](F)(F)(F)F.CCN(C(C)C)C(C)C, predict the reaction product. The product is: [I:18][C:19]1[C:27]2[C:22](=[CH:23][CH:24]=[C:25]([NH:28][C:7](=[O:9])[CH:6]([N:1]3[CH2:2][CH2:3][CH2:4][CH2:5]3)[C:10]3[CH:15]=[CH:14][CH:13]=[CH:12][C:11]=3[CH3:16])[CH:26]=2)[NH:21][N:20]=1. (3) Given the reactants [CH2:1]([CH:3]([CH2:16][CH2:17][CH2:18][CH3:19])[CH2:4][O:5][C:6]1[CH:11]=[CH:10][C:9]([CH3:12])=[CH:8][C:7]=1[N+:13]([O-])=O)[CH3:2].[H][H], predict the reaction product. The product is: [CH2:1]([CH:3]([CH2:16][CH2:17][CH2:18][CH3:19])[CH2:4][O:5][C:6]1[CH:11]=[CH:10][C:9]([CH3:12])=[CH:8][C:7]=1[NH2:13])[CH3:2]. (4) Given the reactants [NH2:1][CH2:2][CH2:3][O:4][C:5]1[CH:10]=[C:9]([NH2:11])[CH:8]=[CH:7][N:6]=1.[C:12](O[C:12]([O:14][C:15]([CH3:18])([CH3:17])[CH3:16])=[O:13])([O:14][C:15]([CH3:18])([CH3:17])[CH3:16])=[O:13], predict the reaction product. The product is: [NH2:11][C:9]1[CH:8]=[CH:7][N:6]=[C:5]([O:4][CH2:3][CH2:2][NH:1][C:12](=[O:13])[O:14][C:15]([CH3:18])([CH3:17])[CH3:16])[CH:10]=1. (5) Given the reactants [NH2:1][C:2]1[C:7](C(O)=O)=[C:6]([C:11]2[CH:16]=[C:15]([O:17][CH3:18])[CH:14]=[C:13]([O:19][CH3:20])[CH:12]=2)[C:5]([C:21]2[C:26]([F:27])=[CH:25][C:24]([F:28])=[CH:23][C:22]=2[F:29])=[C:4]([CH3:30])[N:3]=1, predict the reaction product. The product is: [CH3:20][O:19][C:13]1[CH:12]=[C:11]([C:6]2[C:5]([C:21]3[C:26]([F:27])=[CH:25][C:24]([F:28])=[CH:23][C:22]=3[F:29])=[C:4]([CH3:30])[N:3]=[C:2]([NH2:1])[CH:7]=2)[CH:16]=[C:15]([O:17][CH3:18])[CH:14]=1. (6) Given the reactants C(O)(C(F)(F)F)=O.O.[Cl:9][C:10]1[S:14][C:13]([C:15]([NH:17][C:18]2[CH:26]=[CH:25][CH:24]=[C:23]3[C:19]=2[C:20](=[O:41])[N:21]([CH:28]2[CH2:33][CH2:32][N:31](C(OC(C)(C)C)=O)[CH2:30][CH2:29]2)[C:22]3=[O:27])=[O:16])=[CH:12][CH:11]=1, predict the reaction product. The product is: [Cl:9][C:10]1[S:14][C:13]([C:15]([NH:17][C:18]2[CH:26]=[CH:25][CH:24]=[C:23]3[C:19]=2[C:20](=[O:41])[N:21]([CH:28]2[CH2:33][CH2:32][NH:31][CH2:30][CH2:29]2)[C:22]3=[O:27])=[O:16])=[CH:12][CH:11]=1.